This data is from Reaction yield outcomes from USPTO patents with 853,638 reactions. The task is: Predict the reaction yield, written as a fraction of the theoretical maximum amount of product (1.0 means a 100% yield; for example, 0.34 means a 34% yield). (1) The yield is 0.820. The product is [Cl:1][C:2]1[CH:3]=[C:4]([C:14]([NH:17][C@@H:18]([CH2:31][C:32]2[CH:37]=[CH:36][CH:35]=[CH:34][C:33]=2[C:38]([F:41])([F:39])[F:40])[CH2:19][N:20]2[C:28](=[O:29])[C:27]3[C:22](=[CH:23][CH:24]=[CH:25][CH:26]=3)[C:21]2=[O:30])=[O:16])[S:5][C:6]=1[C:7]1[N:11]([CH3:12])[N:10]=[CH:9][C:8]=1[Cl:13]. The catalyst is C(Cl)Cl. The reactants are [Cl:1][C:2]1[CH:3]=[C:4]([C:14]([OH:16])=O)[S:5][C:6]=1[C:7]1[N:11]([CH3:12])[N:10]=[CH:9][C:8]=1[Cl:13].[NH2:17][C@@H:18]([CH2:31][C:32]1[CH:37]=[CH:36][CH:35]=[CH:34][C:33]=1[C:38]([F:41])([F:40])[F:39])[CH2:19][N:20]1[C:28](=[O:29])[C:27]2[C:22](=[CH:23][CH:24]=[CH:25][CH:26]=2)[C:21]1=[O:30].C(N(C(C)C)CC)(C)C.C1CN([P+](Br)(N2CCCC2)N2CCCC2)CC1.F[P-](F)(F)(F)(F)F. (2) The reactants are [Cl:1][C:2]1[CH:3]=[CH:4][C:5]([CH2:8][O:9][C:10]2[CH:15]=[CH:14][N:13]([C:16]3[CH:21]=[CH:20][C:19]4[C:22]5[CH2:23][NH:24][CH2:25][CH2:26][C:27]=5[O:28][C:18]=4[CH:17]=3)[C:12](=[O:29])[CH:11]=2)=[N:6][CH:7]=1.Cl.CCOCC. The catalyst is CO. The product is [ClH:1].[Cl:1][C:2]1[CH:3]=[CH:4][C:5]([CH2:8][O:9][C:10]2[CH:15]=[CH:14][N:13]([C:16]3[CH:21]=[CH:20][C:19]4[C:22]5[CH2:23][NH:24][CH2:25][CH2:26][C:27]=5[O:28][C:18]=4[CH:17]=3)[C:12](=[O:29])[CH:11]=2)=[N:6][CH:7]=1. The yield is 0.980.